This data is from Full USPTO retrosynthesis dataset with 1.9M reactions from patents (1976-2016). The task is: Predict the reactants needed to synthesize the given product. Given the product [Br:13][C:14]1[C:20]([CH3:21])=[CH:19][C:17]([NH:18][C:2]([NH:46][NH:45][C:43](=[O:44])[CH2:42][C@@H:39]2[CH2:40][CH2:41][N:37]([C:35]([CH:32]3[CH2:34][CH2:33]3)=[O:36])[CH2:38]2)=[O:4])=[C:16]([F:22])[CH:15]=1, predict the reactants needed to synthesize it. The reactants are: Cl[C:2](Cl)([O:4]C(=O)OC(Cl)(Cl)Cl)Cl.[Br:13][C:14]1[C:20]([CH3:21])=[CH:19][C:17]([NH2:18])=[C:16]([F:22])[CH:15]=1.CCN(C(C)C)C(C)C.[CH:32]1([C:35]([N:37]2[CH2:41][CH2:40][C@@H:39]([CH2:42][C:43]([NH:45][NH2:46])=[O:44])[CH2:38]2)=[O:36])[CH2:34][CH2:33]1.